Dataset: Forward reaction prediction with 1.9M reactions from USPTO patents (1976-2016). Task: Predict the product of the given reaction. Given the reactants [F:1][C:2]([F:20])([F:19])[C:3]1[CH:8]=[CH:7][C:6]([C:9]2[O:13][N:12]=[C:11]([C:14]([O:16][CH2:17][CH3:18])=[O:15])[CH:10]=2)=[CH:5][CH:4]=1.[Br:21]N1C(=O)CCC1=O.C(O)(C(F)(F)F)=O, predict the reaction product. The product is: [Br:21][C:10]1[C:11]([C:14]([O:16][CH2:17][CH3:18])=[O:15])=[N:12][O:13][C:9]=1[C:6]1[CH:5]=[CH:4][C:3]([C:2]([F:1])([F:19])[F:20])=[CH:8][CH:7]=1.